Regression/Classification. Given a drug SMILES string, predict its absorption, distribution, metabolism, or excretion properties. Task type varies by dataset: regression for continuous measurements (e.g., permeability, clearance, half-life) or binary classification for categorical outcomes (e.g., BBB penetration, CYP inhibition). For this dataset (solubility_aqsoldb), we predict Y. From a dataset of Aqueous solubility values for 9,982 compounds from the AqSolDB database. The molecule is CCC(C)C. The Y is -3.16 log mol/L.